Dataset: Catalyst prediction with 721,799 reactions and 888 catalyst types from USPTO. Task: Predict which catalyst facilitates the given reaction. (1) Reactant: [CH3:1][N:2]1[C:6]([CH3:7])=[CH:5][C:4]([C:8]([F:11])([F:10])[F:9])=[N:3]1.S(Cl)([Cl:15])(=O)=O. Product: [Cl:15][C:5]1[C:4]([C:8]([F:10])([F:9])[F:11])=[N:3][N:2]([CH3:1])[C:6]=1[CH3:7]. The catalyst class is: 22. (2) Product: [CH2:1]([N:8]1[CH:12]=[CH:11][CH:10]=[C:9]1[CH2:13][OH:14])[C:2]1[CH:3]=[CH:4][CH:5]=[CH:6][CH:7]=1. Reactant: [CH2:1]([N:8]1[CH:12]=[CH:11][CH:10]=[C:9]1[C:13](OC)=[O:14])[C:2]1[CH:7]=[CH:6][CH:5]=[CH:4][CH:3]=1.[H-].C([Al+]CC(C)C)C(C)C.CCCCCCC. The catalyst class is: 2. (3) Reactant: Cl[C:2]1[CH:3]=[C:4]([CH:9]=C[CH:11]=1)[C:5]([O:7]O)=[O:6].[I:12][C:13]1[CH:18]=[CH:17][CH:16]=[CH:15][C:14]=1[S:19][CH3:20].[OH-:21].[Ca+2].[OH-]. Product: [C:5]([O:7][CH2:13][CH3:14])(=[O:6])[CH3:4].[CH3:11][CH2:2][CH2:3][CH:4]([CH3:9])[CH3:5].[I:12][C:13]1[CH:18]=[CH:17][CH:16]=[CH:15][C:14]=1[S:19]([CH3:20])=[O:21]. The catalyst class is: 4. (4) Reactant: [CH3:1][O:2][C:3]1[CH:25]=[CH:24][C:6]([CH2:7][N:8]2[CH:12]=[C:11]3[C:13](=O)[CH:14](Br)[CH2:15][O:16][CH:17]([C:18]([F:21])([F:20])[F:19])[C:10]3=[N:9]2)=[CH:5][CH:4]=1.[CH3:26][C:27]1[CH:32]=[CH:31][N:30]=[C:29]([NH:33][C:34]([NH2:36])=[S:35])[N:28]=1. Product: [CH3:1][O:2][C:3]1[CH:4]=[CH:5][C:6]([CH2:7][N:8]2[N:9]=[C:10]3[C:11]([C:13]4[N:36]=[C:34]([NH:33][C:29]5[N:28]=[C:27]([CH3:26])[CH:32]=[CH:31][N:30]=5)[S:35][C:14]=4[CH2:15][O:16][CH:17]3[C:18]([F:20])([F:19])[F:21])=[CH:12]2)=[CH:24][CH:25]=1. The catalyst class is: 18. (5) Reactant: O[CH:2]([CH:9]1[CH2:13][CH2:12][CH2:11][C:10]1=[O:14])[CH2:3][CH2:4][CH2:5][CH2:6][CH2:7][CH3:8].BrBr.CCCCCCCC. Product: [CH2:2]([C:9]1[C:10](=[O:14])[CH2:11][CH2:12][CH:13]=1)[CH2:3][CH2:4][CH2:5][CH2:6][CH2:7][CH3:8]. The catalyst class is: 6.